Dataset: Forward reaction prediction with 1.9M reactions from USPTO patents (1976-2016). Task: Predict the product of the given reaction. (1) Given the reactants [CH3:1][C:2]([N:6]1[CH:10]=[C:9]([NH:11][C:12](=[O:29])[CH:13]([NH:17][C:18](=[O:28])[CH2:19][C:20]2[CH:25]=[C:24]([F:26])[CH:23]=[C:22]([F:27])[CH:21]=2)[CH2:14][CH2:15][CH3:16])[N:8]=[CH:7]1)([CH3:5])[CH:3]=O.[CH3:30][C:31]([CH3:35])([CH3:34])[CH2:32][NH2:33], predict the reaction product. The product is: [CH3:30][C:31]([CH3:35])([CH3:34])[CH2:32][NH:33][CH2:3][C:2]([N:6]1[CH:10]=[C:9]([NH:11][C:12](=[O:29])[CH:13]([NH:17][C:18](=[O:28])[CH2:19][C:20]2[CH:25]=[C:24]([F:26])[CH:23]=[C:22]([F:27])[CH:21]=2)[CH2:14][CH2:15][CH3:16])[N:8]=[CH:7]1)([CH3:1])[CH3:5]. (2) Given the reactants Br[C:2]1[CH:3]=[C:4]2[C@@:15]3([CH2:20][CH2:19][O:18][C:17]([NH2:21])=[N:16]3)[C:14]3[CH:13]=[C:12](Cl)[N:11]=[CH:10][C:9]=3[O:8][C:5]2=[CH:6][CH:7]=1.[F:23][C:24]1[CH:25]=[C:26](B(O)O)[CH:27]=[N:28][CH:29]=1.[F:33][C:34]1[CH:39]=[C:38](B(O)O)[CH:37]=[CH:36][N:35]=1, predict the reaction product. The product is: [F:23][C:24]1[CH:25]=[C:26]([C:2]2[CH:3]=[C:4]3[C@@:15]4([CH2:20][CH2:19][O:18][C:17]([NH2:21])=[N:16]4)[C:14]4[CH:13]=[C:12]([C:38]5[CH:37]=[CH:36][N:35]=[C:34]([F:33])[CH:39]=5)[N:11]=[CH:10][C:9]=4[O:8][C:5]3=[CH:6][CH:7]=2)[CH:27]=[N:28][CH:29]=1. (3) Given the reactants [N:1]1([C:12]([O:14][C:15]([CH3:18])([CH3:17])[CH3:16])=[O:13])[CH2:6][CH2:5][CH2:4][CH:3]([C:7]([O:9]CC)=O)[CH2:2]1.[F-].[Cs+].N#N.[Si]([C:27]([F:30])([F:29])[F:28])(C)(C)C.Cl, predict the reaction product. The product is: [F:28][C:27]([F:30])([F:29])[C:7]([CH:3]1[CH2:4][CH2:5][CH2:6][N:1]([C:12]([O:14][C:15]([CH3:16])([CH3:17])[CH3:18])=[O:13])[CH2:2]1)=[O:9]. (4) Given the reactants [C:12]([O:11][C:9](O[C:9]([O:11][C:12]([CH3:15])([CH3:14])[CH3:13])=[O:10])=[O:10])([CH3:15])([CH3:14])[CH3:13].[CH3:16][C:17]1[CH:18]=[N:19][CH:20]=[CH:21][C:22]=1[NH2:23], predict the reaction product. The product is: [CH3:16][C:17]1[CH:18]=[N:19][CH:20]=[CH:21][C:22]=1[NH:23][C:9](=[O:10])[O:11][C:12]([CH3:13])([CH3:14])[CH3:15]. (5) Given the reactants C[O:2][C:3]([C:5]1([NH2:11])[CH2:10][CH2:9][CH2:8][CH2:7][CH2:6]1)=[O:4].[C:12](OC(OC(C)(C)C)=O)(OC(C)(C)C)=[O:13].C(N(CC)CC)C.[S:34]1[CH2:38][CH2:37][NH:36][CH2:35]1, predict the reaction product. The product is: [S:34]1[CH2:38][CH2:37][N:36]([C:12]([NH:11][C:5]2([C:3]([OH:2])=[O:4])[CH2:10][CH2:9][CH2:8][CH2:7][CH2:6]2)=[O:13])[CH2:35]1. (6) Given the reactants [Cl:1][C:2]1[C:3]([N:9]2[C:13]([C:14]3[O:15]C=CC=3)=[CH:12][C:11]([C:19]([F:22])([F:21])[F:20])=[N:10]2)=[N:4][CH:5]=[C:6]([Cl:8])[CH:7]=1.CC(C)=[O:25].[Mn]([O-])(=O)(=O)=O.[K+], predict the reaction product. The product is: [Cl:1][C:2]1[C:3]([N:9]2[C:13]([C:14]([OH:15])=[O:25])=[CH:12][C:11]([C:19]([F:22])([F:21])[F:20])=[N:10]2)=[N:4][CH:5]=[C:6]([Cl:8])[CH:7]=1. (7) The product is: [Br:14][C:15]1[CH:16]=[C:17]([S:21]([N:1]2[CH2:5][CH2:4][CH:3]([OH:6])[CH2:2]2)(=[O:23])=[O:22])[CH:18]=[N:19][CH:20]=1. Given the reactants [NH:1]1[CH2:5][CH2:4][CH:3]([OH:6])[CH2:2]1.C(N(CC)CC)C.[Br:14][C:15]1[CH:16]=[C:17]([S:21](Cl)(=[O:23])=[O:22])[CH:18]=[N:19][CH:20]=1, predict the reaction product.